From a dataset of NCI-60 drug combinations with 297,098 pairs across 59 cell lines. Regression. Given two drug SMILES strings and cell line genomic features, predict the synergy score measuring deviation from expected non-interaction effect. (1) Drug 1: CC1=C(C(=O)C2=C(C1=O)N3CC4C(C3(C2COC(=O)N)OC)N4)N. Drug 2: COC1=C2C(=CC3=C1OC=C3)C=CC(=O)O2. Cell line: PC-3. Synergy scores: CSS=5.89, Synergy_ZIP=-2.35, Synergy_Bliss=4.01, Synergy_Loewe=-8.96, Synergy_HSA=0.753. (2) Drug 1: CC(C1=C(C=CC(=C1Cl)F)Cl)OC2=C(N=CC(=C2)C3=CN(N=C3)C4CCNCC4)N. Drug 2: C1C(C(OC1N2C=NC3=C(N=C(N=C32)Cl)N)CO)O. Cell line: SK-OV-3. Synergy scores: CSS=1.71, Synergy_ZIP=0.418, Synergy_Bliss=1.02, Synergy_Loewe=-1.34, Synergy_HSA=-0.0340. (3) Drug 1: C1CC(=O)NC(=O)C1N2CC3=C(C2=O)C=CC=C3N. Drug 2: CCCS(=O)(=O)NC1=C(C(=C(C=C1)F)C(=O)C2=CNC3=C2C=C(C=N3)C4=CC=C(C=C4)Cl)F. Cell line: COLO 205. Synergy scores: CSS=30.1, Synergy_ZIP=-1.76, Synergy_Bliss=-0.988, Synergy_Loewe=-26.3, Synergy_HSA=-1.41. (4) Cell line: NCI-H460. Synergy scores: CSS=38.1, Synergy_ZIP=-0.899, Synergy_Bliss=-1.71, Synergy_Loewe=-17.9, Synergy_HSA=-0.0440. Drug 1: CC1OCC2C(O1)C(C(C(O2)OC3C4COC(=O)C4C(C5=CC6=C(C=C35)OCO6)C7=CC(=C(C(=C7)OC)O)OC)O)O. Drug 2: C(CC(=O)O)C(=O)CN.Cl. (5) Drug 1: C1=NNC2=C1C(=O)NC=N2. Drug 2: CC1CCCC2(C(O2)CC(NC(=O)CC(C(C(=O)C(C1O)C)(C)C)O)C(=CC3=CSC(=N3)C)C)C. Cell line: OVCAR-4. Synergy scores: CSS=34.6, Synergy_ZIP=3.20, Synergy_Bliss=2.40, Synergy_Loewe=-32.5, Synergy_HSA=0.499. (6) Synergy scores: CSS=27.4, Synergy_ZIP=-1.88, Synergy_Bliss=-0.923, Synergy_Loewe=-1.75, Synergy_HSA=0.636. Drug 2: CN(CCCl)CCCl.Cl. Cell line: NCIH23. Drug 1: C1=CC(=CC=C1C#N)C(C2=CC=C(C=C2)C#N)N3C=NC=N3.